Dataset: NCI-60 drug combinations with 297,098 pairs across 59 cell lines. Task: Regression. Given two drug SMILES strings and cell line genomic features, predict the synergy score measuring deviation from expected non-interaction effect. Drug 1: CC1C(C(CC(O1)OC2CC(CC3=C2C(=C4C(=C3O)C(=O)C5=C(C4=O)C(=CC=C5)OC)O)(C(=O)C)O)N)O.Cl. Drug 2: CCC1(CC2CC(C3=C(CCN(C2)C1)C4=CC=CC=C4N3)(C5=C(C=C6C(=C5)C78CCN9C7C(C=CC9)(C(C(C8N6C=O)(C(=O)OC)O)OC(=O)C)CC)OC)C(=O)OC)O.OS(=O)(=O)O. Cell line: UO-31. Synergy scores: CSS=12.8, Synergy_ZIP=-4.89, Synergy_Bliss=-2.13, Synergy_Loewe=-1.43, Synergy_HSA=-0.666.